This data is from CYP2C9 inhibition data for predicting drug metabolism from PubChem BioAssay. The task is: Regression/Classification. Given a drug SMILES string, predict its absorption, distribution, metabolism, or excretion properties. Task type varies by dataset: regression for continuous measurements (e.g., permeability, clearance, half-life) or binary classification for categorical outcomes (e.g., BBB penetration, CYP inhibition). Dataset: cyp2c9_veith. (1) The molecule is Cc1c(Br)c([N+](=O)[O-])nn1CC(=O)NCc1cccs1. The result is 0 (non-inhibitor). (2) The drug is C[C@@H](C(=O)Nc1ccc2ccccc2c1)[C@H]1C[C@]1(C)[C@H](NC(=O)c1ccccc1)c1ccccc1. The result is 1 (inhibitor). (3) The compound is COc1ccc(/C=N/NC(=O)c2sccc2OCc2ccc(F)cc2)cc1OC. The result is 1 (inhibitor).